This data is from Merck oncology drug combination screen with 23,052 pairs across 39 cell lines. The task is: Regression. Given two drug SMILES strings and cell line genomic features, predict the synergy score measuring deviation from expected non-interaction effect. (1) Drug 1: O=C(O)C1(Cc2cccc(Nc3nccs3)n2)CCC(Oc2cccc(Cl)c2F)CC1. Drug 2: CCc1c2c(nc3ccc(O)cc13)-c1cc3c(c(=O)n1C2)COC(=O)C3(O)CC. Cell line: A427. Synergy scores: synergy=-5.38. (2) Drug 1: NC1(c2ccc(-c3nc4ccn5c(=O)[nH]nc5c4cc3-c3ccccc3)cc2)CCC1. Drug 2: C#Cc1cccc(Nc2ncnc3cc(OCCOC)c(OCCOC)cc23)c1. Cell line: RKO. Synergy scores: synergy=17.3. (3) Drug 1: Nc1ccn(C2OC(CO)C(O)C2(F)F)c(=O)n1. Drug 2: Cn1cc(-c2cnn3c(N)c(Br)c(C4CCCNC4)nc23)cn1. Cell line: SKMEL30. Synergy scores: synergy=28.5. (4) Drug 1: O=S1(=O)NC2(CN1CC(F)(F)F)C1CCC2Cc2cc(C=CCN3CCC(C(F)(F)F)CC3)ccc2C1. Drug 2: COC1=C2CC(C)CC(OC)C(O)C(C)C=C(C)C(OC(N)=O)C(OC)C=CC=C(C)C(=O)NC(=CC1=O)C2=O. Cell line: SKMEL30. Synergy scores: synergy=-14.6.